Dataset: Forward reaction prediction with 1.9M reactions from USPTO patents (1976-2016). Task: Predict the product of the given reaction. Given the reactants [F:1][C:2]1[CH:16]=[CH:15][C:5]([CH2:6][O:7][C:8]2[CH:13]=[CH:12][C:11]([NH2:14])=[CH:10][CH:9]=2)=[CH:4][CH:3]=1.CC1(C)[O:25][C:24](=O)[C:21]2([CH2:23][CH2:22]2)[C:20](=[O:27])[O:19]1, predict the reaction product. The product is: [F:1][C:2]1[CH:16]=[CH:15][C:5]([CH2:6][O:7][C:8]2[CH:13]=[CH:12][C:11]([N:14]3[CH2:23][CH2:22][CH:21]([C:20]([OH:27])=[O:19])[C:24]3=[O:25])=[CH:10][CH:9]=2)=[CH:4][CH:3]=1.